This data is from Forward reaction prediction with 1.9M reactions from USPTO patents (1976-2016). The task is: Predict the product of the given reaction. (1) Given the reactants [C:1]1([C:7]([C:18]2[CH:23]=[CH:22][CH:21]=[CH:20][CH:19]=2)([C:12]2[CH:17]=[CH:16][CH:15]=[CH:14][CH:13]=2)[S:8][CH2:9][CH2:10][NH2:11])[CH:6]=[CH:5][CH:4]=[CH:3][CH:2]=1.C(N(CC)CC)C.[Cl:31][CH2:32][C:33](Cl)=[O:34], predict the reaction product. The product is: [C:1]1([C:7]([C:18]2[CH:23]=[CH:22][CH:21]=[CH:20][CH:19]=2)([C:12]2[CH:13]=[CH:14][CH:15]=[CH:16][CH:17]=2)[S:8][CH2:9][CH2:10][NH:11][C:33](=[O:34])[CH2:32][Cl:31])[CH:2]=[CH:3][CH:4]=[CH:5][CH:6]=1. (2) Given the reactants [CH:1]1([CH:7]([N:11]2[CH:15]=[CH:14][CH:13]=[N:12]2)[CH2:8][CH:9]=[O:10])[CH2:6][CH2:5][CH2:4][CH2:3][CH2:2]1, predict the reaction product. The product is: [CH:1]1([CH:7]([N:11]2[CH:15]=[CH:14][CH:13]=[N:12]2)[CH2:8][CH2:9][OH:10])[CH2:6][CH2:5][CH2:4][CH2:3][CH2:2]1. (3) Given the reactants [Li+].CC([N-]C(C)C)C.[N:9]1[CH:14]=[CH:13][CH:12]=[C:11]([CH3:15])[CH:10]=1.[Br:16][CH2:17][CH2:18][CH2:19][CH2:20][CH2:21][CH2:22][CH2:23][CH2:24][CH2:25][CH2:26][CH2:27]Br.[NH4+].[Cl-], predict the reaction product. The product is: [Br:16][CH2:17][CH2:18][CH2:19][CH2:20][CH2:21][CH2:22][CH2:23][CH2:24][CH2:25][CH2:26][CH2:27][CH2:15][C:11]1[CH:10]=[N:9][CH:14]=[CH:13][CH:12]=1.